The task is: Predict the product of the given reaction.. This data is from Forward reaction prediction with 1.9M reactions from USPTO patents (1976-2016). (1) Given the reactants [C:1]([O:5][C:6](=[O:15])[NH:7][C:8]1([CH2:13][OH:14])[CH2:10][CH:9]1[CH:11]=[CH2:12])([CH3:4])([CH3:3])[CH3:2].CC(OI1(OC(C)=O)(OC(C)=O)OC(=O)C2C=CC=CC1=2)=O.CCCCCC.C(OCC)(=O)C.S(=O)(=O)(O)O, predict the reaction product. The product is: [C:1]([O:5][C:6](=[O:15])[NH:7][C:8]1([CH:13]=[O:14])[CH2:10][CH:9]1[CH:11]=[CH2:12])([CH3:4])([CH3:2])[CH3:3]. (2) Given the reactants Br[CH2:2][CH2:3][CH2:4][CH2:5][O:6][C:7]1[CH:8]=[CH:9][C:10]2[C:14]([C:15]3[CH:20]=[CH:19][C:18]([F:21])=[CH:17][CH:16]=3)=[CH:13][S:12][C:11]=2[CH:22]=1.[CH2:23]([NH:25][CH2:26][CH2:27][OH:28])[CH3:24], predict the reaction product. The product is: [CH2:23]([N:25]([CH2:2][CH2:3][CH2:4][CH2:5][O:6][C:7]1[CH:8]=[CH:9][C:10]2[C:14]([C:15]3[CH:20]=[CH:19][C:18]([F:21])=[CH:17][CH:16]=3)=[CH:13][S:12][C:11]=2[CH:22]=1)[CH2:26][CH2:27][OH:28])[CH3:24]. (3) Given the reactants [CH3:1][O:2][C:3]1[CH:31]=[CH:30][C:6]([CH2:7][NH:8][C:9]([C:11]2[CH:16]=[CH:15][C:14]([C:17]3[CH:22]=[C:21]([C:23]4[O:24][C:25]([CH3:28])=[N:26][N:27]=4)[CH:20]=[CH:19][C:18]=3[CH3:29])=[CH:13][CH:12]=2)=[O:10])=[CH:5][CH:4]=1.I[CH2:33][CH3:34], predict the reaction product. The product is: [CH2:33]([N:8]([CH2:7][C:6]1[CH:5]=[CH:4][C:3]([O:2][CH3:1])=[CH:31][CH:30]=1)[C:9]([C:11]1[CH:12]=[CH:13][C:14]([C:17]2[CH:22]=[C:21]([C:23]3[O:24][C:25]([CH3:28])=[N:26][N:27]=3)[CH:20]=[CH:19][C:18]=2[CH3:29])=[CH:15][CH:16]=1)=[O:10])[CH3:34]. (4) Given the reactants Br[C:2]1[CH:3]=[CH:4][C:5]2[O:9][C:8]([CH2:10][CH2:11][CH2:12][OH:13])=[CH:7][C:6]=2[CH:14]=1.[C:15]([C:17]1[CH:18]=[C:19](B(O)O)[CH:20]=[CH:21][CH:22]=1)#[N:16], predict the reaction product. The product is: [OH:13][CH2:12][CH2:11][CH2:10][C:8]1[O:9][C:5]2[CH:4]=[CH:3][C:2]([C:21]3[CH:22]=[C:17]([CH:18]=[CH:19][CH:20]=3)[C:15]#[N:16])=[CH:14][C:6]=2[CH:7]=1.